From a dataset of In vitro SARS-CoV-2 activity screen of 1,480 approved drugs from Prestwick library. Binary Classification. Given a drug SMILES string, predict its activity (active/inactive) in a high-throughput screening assay against a specified biological target. (1) The drug is CC(C)(Oc1ccc(CCNC(=O)c2ccc(Cl)cc2)cc1)C(=O)O. The result is 0 (inactive). (2) The molecule is NS(=O)(=O)c1cc(C(=O)O)c(NCc2ccco2)cc1Cl. The result is 0 (inactive). (3) The compound is CNC(=O)Oc1ccc2c(c1)[C@]1(C)CCN(C)[C@@H]1N2C.CNC(=O)Oc1ccc2c(c1)[C@]1(C)CCN(C)[C@@H]1N2C.O=S(=O)(O)O. The result is 0 (inactive). (4) The drug is CN1C(=O)CCS(=O)(=O)C1c1ccc(Cl)cc1. The result is 0 (inactive). (5) The result is 1 (active). The drug is CC(C(O)c1ccc(O)cc1)N1CCC(Cc2ccccc2)CC1.CC(C(O)c1ccc(O)cc1)N1CCC(Cc2ccccc2)CC1.O=C(O)[C@H](O)[C@@H](O)C(=O)O. (6) The molecule is OCCN1CCN(CCCN2c3ccccc3Sc3ccc(Cl)cc32)CC1. The result is 0 (inactive). (7) The compound is CC(=O)S[C@@H]1CC2=CC(=O)CC[C@]2(C)[C@H]2CC[C@@]3(C)[C@@H](CC[C@@]34CCC(=O)O4)[C@@H]21. The result is 0 (inactive). (8) The molecule is CCOc1cc(N)c(Cl)cc1C(=O)NCC1CN(Cc2ccc(F)cc2)CCO1. The result is 0 (inactive). (9) The molecule is CCOC(=O)n1ccn(C)c1=S. The result is 0 (inactive). (10) The compound is COC(=O)[C@H]1[C@@H](O)CC[C@H]2CN3CCc4c([nH]c5ccccc45)[C@@H]3C[C@@H]21.Cl. The result is 0 (inactive).